Dataset: Catalyst prediction with 721,799 reactions and 888 catalyst types from USPTO. Task: Predict which catalyst facilitates the given reaction. Reactant: [CH:1]([O:4][C:5]1[CH:10]=[C:9]([N+:11]([O-])=O)[C:8]([F:14])=[CH:7][C:6]=1[Br:15])([CH3:3])[CH3:2]. Product: [Br:15][C:6]1[C:5]([O:4][CH:1]([CH3:2])[CH3:3])=[CH:10][C:9]([NH2:11])=[C:8]([F:14])[CH:7]=1. The catalyst class is: 586.